Dataset: Full USPTO retrosynthesis dataset with 1.9M reactions from patents (1976-2016). Task: Predict the reactants needed to synthesize the given product. (1) Given the product [CH3:1][C:2]1[S:3][CH:4]=[C:5]([C:7]([N:9]2[CH2:14][C:13]3([CH2:15][CH2:16][N:17]([CH2:20][C:21]4[CH:22]=[C:23]([CH:36]=[CH:37][CH:38]=4)[CH2:24][CH2:25][O:26][CH2:27][CH2:28][C:29]([OH:31])=[O:30])[CH2:18][CH2:19]3)[O:12][CH2:11][CH2:10]2)=[O:8])[N:6]=1, predict the reactants needed to synthesize it. The reactants are: [CH3:1][C:2]1[S:3][CH:4]=[C:5]([C:7]([N:9]2[CH2:14][C:13]3([CH2:19][CH2:18][N:17]([CH2:20][C:21]4[CH:22]=[C:23]([CH:36]=[CH:37][CH:38]=4)[CH2:24][CH2:25][O:26][CH2:27][CH2:28][C:29]([O:31]C(C)(C)C)=[O:30])[CH2:16][CH2:15]3)[O:12][CH2:11][CH2:10]2)=[O:8])[N:6]=1.C(O)(C(F)(F)F)=O. (2) Given the product [CH3:1][O:2][C:3]([C:5]1[C:10]2[C:11]3[CH:12]=[N:13][CH:14]=[CH:15][C:16]=3[O:17][C:9]=2[C:8]([O:19][CH3:20])=[CH:7][CH:6]=1)=[O:4], predict the reactants needed to synthesize it. The reactants are: [CH3:1][O:2][C:3]([C:5]1[C:10]2[C:11]3[C:12](Cl)=[N:13][CH:14]=[CH:15][C:16]=3[O:17][C:9]=2[C:8]([O:19][CH3:20])=[CH:7][CH:6]=1)=[O:4].C(N(CC)CC)C.[H][H]. (3) Given the product [N+:11]([C:14]1[O:18][C:17]([C:19]2[O:1][N:2]=[C:3]([C:4]3[CH:9]=[CH:8][CH:7]=[CH:6][CH:5]=3)[N:10]=2)=[CH:16][CH:15]=1)([O-:13])=[O:12], predict the reactants needed to synthesize it. The reactants are: [OH:1][NH:2][C:3](=[NH:10])[C:4]1[CH:9]=[CH:8][CH:7]=[CH:6][CH:5]=1.[N+:11]([C:14]1[O:18][C:17]([C:19](Cl)=O)=[CH:16][CH:15]=1)([O-:13])=[O:12]. (4) Given the product [Br:20][CH2:5][C:4]([C:7]1[CH:19]=[CH:18][C:10]2[O:11][C:12]([CH3:16])([CH3:17])[O:13][C:14](=[O:15])[C:9]=2[CH:8]=1)=[O:6], predict the reactants needed to synthesize it. The reactants are: ClCCl.[C:4]([C:7]1[CH:19]=[CH:18][C:10]2[O:11][C:12]([CH3:17])([CH3:16])[O:13][C:14](=[O:15])[C:9]=2[CH:8]=1)(=[O:6])[CH3:5].[Br:20]Br. (5) The reactants are: [O:1]1[C:6]2[CH:7]=[CH:8][CH:9]=[C:10]([N:11]3[CH2:16][CH2:15][N:14]([C@H:17]([CH3:26])[CH2:18][NH:19][C:20]4[CH:25]=[CH:24][CH:23]=[CH:22][N:21]=4)[CH2:13][CH2:12]3)[C:5]=2[O:4][CH2:3][CH2:2]1.[C:27]([C:29]1[CH:37]=[CH:36][C:32]([C:33](Cl)=[O:34])=[CH:31][CH:30]=1)#[N:28]. Given the product [C:27]([C:29]1[CH:37]=[CH:36][C:32]([C:33]([N:19]([CH2:18][C@H:17]([N:14]2[CH2:15][CH2:16][N:11]([C:10]3[C:5]4[O:4][CH2:3][CH2:2][O:1][C:6]=4[CH:7]=[CH:8][CH:9]=3)[CH2:12][CH2:13]2)[CH3:26])[C:20]2[CH:25]=[CH:24][CH:23]=[CH:22][N:21]=2)=[O:34])=[CH:31][CH:30]=1)#[N:28], predict the reactants needed to synthesize it. (6) Given the product [C:21]([C:15]1[N:14]=[C:13]([C:10]2[CH:11]=[CH:12][C:7]([C:33]3[CH:32]=[CH:31][C:30]([CH:43]([CH3:48])[C:44]([O:46][CH3:47])=[O:45])=[CH:29][C:28]=3[Cl:27])=[C:8]([F:24])[CH:9]=2)[C:18]([CH3:19])=[N:17][C:16]=1[CH3:20])(=[O:23])[NH2:22], predict the reactants needed to synthesize it. The reactants are: FC(F)(F)S(O[C:7]1[CH:12]=[CH:11][C:10]([C:13]2[C:18]([CH3:19])=[N:17][C:16]([CH3:20])=[C:15]([C:21](=[O:23])[NH2:22])[N:14]=2)=[CH:9][C:8]=1[F:24])(=O)=O.[Cl:27][C:28]1[CH:29]=[C:30]([CH:43]([CH3:48])[C:44]([O:46][CH3:47])=[O:45])[CH:31]=[CH:32][C:33]=1B1OC(C)(C)C(C)(C)O1.[Cl-].[Li+].P([O-])([O-])([O-])=O.[K+].[K+].[K+]. (7) Given the product [ClH:1].[C:2]([C:4]1[CH:11]=[CH:10][C:7]([CH2:8][NH2:9])=[CH:6][CH:5]=1)#[N:3], predict the reactants needed to synthesize it. The reactants are: [ClH:1].[C:2]([C:4]1[CH:11]=[CH:10][C:7]([CH2:8][NH2:9])=[CH:6][CH:5]=1)#[N:3]. (8) Given the product [CH3:33][NH:32][C:28]1[N:27]=[C:26]([C:25]2[C:20]([O:19][C:16]3[CH:17]=[CH:18][C:13]([NH:12][C:5]4[C:6]5[C:11](=[CH:10][CH:9]=[CH:8][CH:7]=5)[C:2]([N:34]5[CH2:39][CH2:38][O:37][CH2:36][CH2:35]5)=[N:3][N:4]=4)=[CH:14][CH:15]=3)=[N:21][CH:22]=[CH:23][CH:24]=2)[CH:31]=[CH:30][N:29]=1, predict the reactants needed to synthesize it. The reactants are: Cl[C:2]1[C:11]2[C:6](=[CH:7][CH:8]=[CH:9][CH:10]=2)[C:5]([NH:12][C:13]2[CH:18]=[CH:17][C:16]([O:19][C:20]3[C:25]([C:26]4[CH:31]=[CH:30][N:29]=[C:28]([NH:32][CH3:33])[N:27]=4)=[CH:24][CH:23]=[CH:22][N:21]=3)=[CH:15][CH:14]=2)=[N:4][N:3]=1.[NH:34]1[CH2:39][CH2:38][O:37][CH2:36][CH2:35]1.